This data is from Catalyst prediction with 721,799 reactions and 888 catalyst types from USPTO. The task is: Predict which catalyst facilitates the given reaction. (1) The catalyst class is: 13. Product: [C:10]([C:5]1[C:4]([F:18])=[C:3]([CH:8]=[CH:7][C:6]=1[Cl:9])[CH:2]=[O:20])(=[O:11])[C:12]1[CH:17]=[CH:16][CH:15]=[CH:14][CH:13]=1. Reactant: Br[CH2:2][C:3]1[C:4]([F:18])=[C:5]([C:10]([C:12]2[CH:17]=[CH:16][CH:15]=[CH:14][CH:13]=2)=[O:11])[C:6]([Cl:9])=[CH:7][CH:8]=1.C(=O)(O)[O-:20].[Na+].CS(C)=O. (2) Reactant: [O:1]=[C:2]1[N:6]([C:7]2[CH:8]=[C:9]([CH:13]=[CH:14][CH:15]=2)[C:10](O)=[O:11])[CH2:5][CH2:4][O:3]1.S(Cl)(Cl)=O.[NH3:20]. Product: [O:1]=[C:2]1[N:6]([C:7]2[CH:8]=[C:9]([CH:13]=[CH:14][CH:15]=2)[C:10]([NH2:20])=[O:11])[CH2:5][CH2:4][O:3]1. The catalyst class is: 59. (3) Reactant: Br[C:2]1[CH:7]=[CH:6][C:5]([S:8]([N:11]2[CH2:21][CH2:20][CH2:19][C:13]3([C:17](=[O:18])[NH:16][CH2:15][CH2:14]3)[CH2:12]2)(=[O:10])=[O:9])=[C:4]([O:22][C:23]([F:26])([F:25])[F:24])[CH:3]=1.[C:27](=O)([O-])[O-].[K+].[K+].CB1OB(C)OB(C)O1. Product: [CH3:27][C:2]1[CH:7]=[CH:6][C:5]([S:8]([N:11]2[CH2:21][CH2:20][CH2:19][C:13]3([C:17](=[O:18])[NH:16][CH2:15][CH2:14]3)[CH2:12]2)(=[O:9])=[O:10])=[C:4]([O:22][C:23]([F:26])([F:25])[F:24])[CH:3]=1. The catalyst class is: 203. (4) Reactant: [CH3:1][S:2][C:3]1[C:4]([C:8]2[CH:9]=[N:10][CH:11]=[CH:12][CH:13]=2)=[N:5][NH:6][CH:7]=1.[C:14]([CH2:16]CSSCCC#N)#[N:15].IC1C(C2C=NC=CC=2)=NNC=1. Product: [N:10]1[CH:11]=[CH:12][CH:13]=[C:8]([C:4]2[C:3]([S:2][CH2:1][CH2:16][C:14]#[N:15])=[CH:7][NH:6][N:5]=2)[CH:9]=1. The catalyst class is: 13. (5) Reactant: [Br:1][C:2]1[CH:3]=[C:4]([C:8](=[O:10])[CH3:9])[CH:5]=[N:6][CH:7]=1.[BH4-].[Na+]. Product: [Br:1][C:2]1[CH:3]=[C:4]([CH:8]([OH:10])[CH3:9])[CH:5]=[N:6][CH:7]=1. The catalyst class is: 5. (6) Reactant: [Br:1][C:2]1[C:7](=[O:8])[N:6]([CH2:9][C:10]([O:12][CH2:13][CH3:14])=[O:11])[N:5]=[CH:4][C:3]=1[NH:15]CC1C=CC(OCC)=C(OC)C=1.Cl. Product: [Br:1][C:2]1[C:7](=[O:8])[N:6]([CH2:9][C:10]([O:12][CH2:13][CH3:14])=[O:11])[N:5]=[CH:4][C:3]=1[NH2:15]. The catalyst class is: 8.